Task: Predict the reactants needed to synthesize the given product.. Dataset: Full USPTO retrosynthesis dataset with 1.9M reactions from patents (1976-2016) (1) Given the product [OH:37][C:34]1[CH:33]=[CH:32][C:31]([C:29]2[O:30][C:26]3[C:25]([C:40]4[CH:45]=[CH:44][CH:43]=[CH:42][CH:41]=4)=[CH:24][C:23]([OH:22])=[CH:39][C:27]=3[N:28]=2)=[CH:36][CH:35]=1, predict the reactants needed to synthesize it. The reactants are: BrC1C2OC(C3C=CC(OC)=CC=3)=NC=2C=C(OC)C=1.C[O:22][C:23]1[CH:24]=[C:25]([C:40]2[CH:45]=[CH:44][CH:43]=[CH:42][CH:41]=2)[C:26]2[O:30][C:29]([C:31]3[CH:36]=[CH:35][C:34]([O:37]C)=[CH:33][CH:32]=3)=[N:28][C:27]=2[CH:39]=1.C1(B(O)O)C=CC=CC=1.C(=O)([O-])[O-].[Na+].[Na+].C(O)C. (2) Given the product [CH2:1]([C:3]1[C:12]2[C:7](=[CH:8][C:9]([O:15][CH3:16])=[C:10]([O:13][CH3:14])[CH:11]=2)[C:6]([CH2:21][C:22]2[CH:31]=[CH:30][C:29]3[C:24](=[CH:25][CH:26]=[CH:27][CH:28]=3)[CH:23]=2)=[C:5]([OH:17])[N:4]=1)[CH3:2], predict the reactants needed to synthesize it. The reactants are: [CH2:1]([C:3]1[C:12]2[C:7](=[CH:8][C:9]([O:15][CH3:16])=[C:10]([O:13][CH3:14])[CH:11]=2)[CH:6]=[C:5]([OH:17])[N:4]=1)[CH3:2].[OH-].[K+].Br[CH2:21][C:22]1[CH:31]=[CH:30][C:29]2[C:24](=[CH:25][CH:26]=[CH:27][CH:28]=2)[CH:23]=1. (3) Given the product [OH:1][CH:2]([C:6]1[CH:7]=[CH:8][C:9]([C:12]2[N:16]=[C:15]([C:17]3[O:21][N:20]=[C:19]([C:22]4[CH:23]=[CH:24][CH:25]=[CH:26][CH:27]=4)[C:18]=3[C:28]([F:31])([F:30])[F:29])[O:14][N:13]=2)=[CH:10][CH:11]=1)[C:3]([NH:39][CH2:38][CH2:37][C:35]1[N:34]=[CH:33][S:32][CH:36]=1)=[O:5], predict the reactants needed to synthesize it. The reactants are: [OH:1][CH:2]([C:6]1[CH:11]=[CH:10][C:9]([C:12]2[N:16]=[C:15]([C:17]3[O:21][N:20]=[C:19]([C:22]4[CH:27]=[CH:26][CH:25]=[CH:24][CH:23]=4)[C:18]=3[C:28]([F:31])([F:30])[F:29])[O:14][N:13]=2)=[CH:8][CH:7]=1)[C:3]([OH:5])=O.[S:32]1[CH:36]=[C:35]([CH2:37][CH2:38][NH2:39])[N:34]=[CH:33]1.CN1CCOCC1.CN(C(ON1N=NC2C=CC=NC1=2)=[N+](C)C)C.F[P-](F)(F)(F)(F)F. (4) Given the product [CH3:21][O:20][C:5]1[CH:6]=[C:7]([CH2:9][CH2:10][C:11]2[CH:12]=[CH:13][C:14]([NH2:17])=[CH:15][CH:16]=2)[CH:8]=[C:3]([O:2][CH3:1])[C:4]=1[O:22][CH3:23], predict the reactants needed to synthesize it. The reactants are: [CH3:1][O:2][C:3]1[CH:8]=[C:7]([CH:9]=[CH:10][C:11]2[CH:16]=[CH:15][C:14]([N+:17]([O-])=O)=[CH:13][CH:12]=2)[CH:6]=[C:5]([O:20][CH3:21])[C:4]=1[O:22][CH3:23]. (5) Given the product [CH2:34]([N:29]([CH3:30])[CH:24]([CH3:25])[C:23]([NH:22][C:17]1[C:18]2[C:19](=[O:21])[C:20]3[C:11](=[CH:10][CH:9]=[CH:8][C:7]=3[NH:6][C:4](=[O:5])[CH:3]([N:37]([CH3:38])[CH2:35][CH3:36])[CH3:2])[C:12](=[O:28])[C:13]=2[CH:14]=[CH:15][CH:16]=1)=[O:27])[CH3:33], predict the reactants needed to synthesize it. The reactants are: Cl[CH2:2][CH2:3][C:4]([NH:6][C:7]1[C:20]2[C:19](=[O:21])[C:18]3[C:13](=[CH:14][CH:15]=[CH:16][C:17]=3[NH:22][C:23](=[O:27])[CH2:24][CH2:25]Cl)[C:12](=[O:28])[C:11]=2[CH:10]=[CH:9][CH:8]=1)=[O:5].[N:29]1[CH:34]=[CH:33]C=C[CH:30]=1.[CH2:35]([NH:37][CH3:38])[CH3:36]. (6) Given the product [C:1]([C:3]1[CH:8]=[CH:7][CH:6]=[CH:5][C:4]=1[C:9]1[C:10](=[O:28])[N:11]([CH2:21][CH:22]2[CH2:23][CH2:24][N:25]([CH2:29][C:30]3[CH:35]=[CH:34][CH:33]=[CH:32][CH:31]=3)[CH2:26][CH2:27]2)[CH:12]=[C:13]([C:15]2[CH:20]=[CH:19][CH:18]=[CH:17][N:16]=2)[CH:14]=1)#[N:2], predict the reactants needed to synthesize it. The reactants are: [C:1]([C:3]1[CH:8]=[CH:7][CH:6]=[CH:5][C:4]=1[C:9]1[C:10](=[O:28])[N:11]([CH2:21][CH:22]2[CH2:27][CH2:26][NH:25][CH2:24][CH2:23]2)[CH:12]=[C:13]([C:15]2[CH:20]=[CH:19][CH:18]=[CH:17][N:16]=2)[CH:14]=1)#[N:2].[CH:29](=O)[C:30]1[CH:35]=[CH:34][CH:33]=[CH:32][CH:31]=1.C(O)(=O)C. (7) Given the product [Cl:1][C:2]1[CH:3]=[C:4]([CH:7]=[CH:8][CH:9]=1)[CH2:5][NH:6][C:11](=[O:12])[O:13][CH2:14][CH3:15], predict the reactants needed to synthesize it. The reactants are: [Cl:1][C:2]1[CH:3]=[C:4]([CH:7]=[CH:8][CH:9]=1)[CH2:5][NH2:6].Cl[C:11]([O:13][CH2:14][CH3:15])=[O:12].Cl. (8) Given the product [CH3:1][C:2]1([CH3:23])[CH2:3][O:4][CH:5]([C:8]([CH3:22])=[CH:9][CH:10]=[CH:11][CH:12]=[C:13]([CH3:21])[CH:14]=[CH:15][CH:16]=[C:17]([CH3:20])[CH:18]=[O:19])[O:6][CH2:7]1, predict the reactants needed to synthesize it. The reactants are: [CH3:1][C:2]1([CH3:23])[CH2:7][O:6][CH:5]([C:8]([CH3:22])=[CH:9][CH:10]=[CH:11][CH:12]=[C:13]([CH3:21])[CH:14]=[CH:15][CH:16]=[C:17]([CH3:20])[CH2:18][OH:19])[O:4][CH2:3]1.O=O.C(OCC)(=O)C.